From a dataset of Catalyst prediction with 721,799 reactions and 888 catalyst types from USPTO. Predict which catalyst facilitates the given reaction. (1) Reactant: [CH:1]1([C:7]2[CH:12]=[CH:11][CH:10]=[CH:9][C:8]=2[OH:13])[CH2:6][CH2:5][CH2:4][CH2:3][CH2:2]1.[Br-:14].[Br-].[Br-].[NH+]1C=CC=CC=1.[NH+]1C=CC=CC=1.[NH+]1C=CC=CC=1. Product: [Br:14][C:11]1[CH:10]=[CH:9][C:8]([OH:13])=[C:7]([CH:1]2[CH2:2][CH2:3][CH2:4][CH2:5][CH2:6]2)[CH:12]=1. The catalyst class is: 4. (2) Reactant: [F:1][C:2]1[CH:7]=[C:6]([F:8])[CH:5]=[C:4]([F:9])[C:3]=1[CH:10]([C:16]([O:18]CC)=O)[C:11](OCC)=[O:12].C(N(CCCC)CCCC)CCC.[NH2:34][C:35]1[N:39]=[CH:38][NH:37][N:36]=1. Product: [F:1][C:2]1[CH:7]=[C:6]([F:8])[CH:5]=[C:4]([F:9])[C:3]=1[C:10]1[C:16]([OH:18])=[N:34][C:35]2[N:36]([N:37]=[CH:38][N:39]=2)[C:11]=1[OH:12]. The catalyst class is: 8. (3) Product: [CH3:30][S:22][C:12]1[N:11]([C:8]2[CH:9]=[CH:10][C:5]([O:4][CH2:3][C:2]([F:1])([F:27])[C:23]([F:24])([F:25])[F:26])=[CH:6][CH:7]=2)[C:16](=[O:17])[C:15]2[CH2:18][C:19](=[O:21])[NH:20][C:14]=2[N:13]=1. The catalyst class is: 6. Reactant: [F:1][C:2]([F:27])([C:23]([F:26])([F:25])[F:24])[CH2:3][O:4][C:5]1[CH:10]=[CH:9][C:8]([N:11]2[C:16](=[O:17])[C:15]3[CH2:18][C:19](=[O:21])[NH:20][C:14]=3[NH:13][C:12]2=[S:22])=[CH:7][CH:6]=1.IC.[C:30](=O)([O-])O.[Na+].C(#N)C. (4) Reactant: Cl[C:2]1[CH:7]=[CH:6][N:5]=[C:4]2[CH:8]=[C:9]([C:11]3[N:12]([CH3:16])[CH:13]=[CH:14][N:15]=3)[S:10][C:3]=12.[CH3:17][NH:18][C:19]([C:21]1[C:22]2[CH:30]=[CH:29][C:28]([OH:31])=[CH:27][C:23]=2[S:24][C:25]=1[CH3:26])=[O:20].C([O-])([O-])=O.[Cs+].[Cs+].O. Product: [CH3:17][NH:18][C:19]([C:21]1[C:22]2[CH:30]=[CH:29][C:28]([O:31][C:2]3[CH:7]=[CH:6][N:5]=[C:4]4[CH:8]=[C:9]([C:11]5[N:12]([CH3:16])[CH:13]=[CH:14][N:15]=5)[S:10][C:3]=34)=[CH:27][C:23]=2[S:24][C:25]=1[CH3:26])=[O:20]. The catalyst class is: 16. (5) Reactant: [OH:1][CH2:2][CH2:3][C:4]1[CH:9]=[CH:8][C:7]([OH:10])=[CH:6][CH:5]=1.C(=O)([O-])[O-].[Cs+].[Cs+].Br[CH2:18][CH2:19][O:20][CH2:21][C:22]1[CH:23]=[C:24]([CH:27]=[CH:28][CH:29]=1)[C:25]#[N:26].O. Product: [OH:1][CH2:2][CH2:3][C:4]1[CH:9]=[CH:8][C:7]([O:10][CH2:18][CH2:19][O:20][CH2:21][C:22]2[CH:23]=[C:24]([CH:27]=[CH:28][CH:29]=2)[C:25]#[N:26])=[CH:6][CH:5]=1. The catalyst class is: 3. (6) Reactant: [CH3:1][C:2]1[N:6]=[C:5]([C:7]2[C:8]([C:13]([OH:15])=O)=[N:9][CH:10]=[CH:11][CH:12]=2)[O:4][N:3]=1.[CH3:16][C:17]1[CH:22]=[C:21]([CH3:23])[N:20]=[C:19]([N:24]2[CH2:31][CH:30]3[CH:26]([CH2:27][NH:28][CH2:29]3)[CH2:25]2)[N:18]=1.CC(O)=O.CCN=C=NCCCN(C)C.Cl.C1C=CC2N(O)N=NC=2C=1. Product: [NH3:3].[CH3:16][C:17]1[CH:22]=[C:21]([CH3:23])[N:20]=[C:19]([N:24]2[CH2:31][CH:30]3[CH:26]([CH2:27][N:28]([C:13]([C:8]4[C:7]([C:5]5[O:4][N:3]=[C:2]([CH3:1])[N:6]=5)=[CH:12][CH:11]=[CH:10][N:9]=4)=[O:15])[CH2:29]3)[CH2:25]2)[N:18]=1. The catalyst class is: 2.